From a dataset of Reaction yield outcomes from USPTO patents with 853,638 reactions. Predict the reaction yield, written as a fraction of the theoretical maximum amount of product (1.0 means a 100% yield; for example, 0.34 means a 34% yield). (1) The reactants are [C:1]([C:5]1[O:9][N:8]=[C:7]([NH:10][C:11]([NH:13][C:14]2[CH:19]=[CH:18][CH:17]=[C:16]([O:20][C:21]3[C:30]4[C:25](=[CH:26][C:27]([O:36][CH3:37])=[C:28]([O:31][CH2:32][CH2:33][CH2:34]Cl)[CH:29]=4)[N:24]=[CH:23][N:22]=3)[CH:15]=2)=[O:12])[CH:6]=1)([CH3:4])([CH3:3])[CH3:2].[NH:38]1[CH2:43][CH2:42][S:41](=[O:45])(=[O:44])[CH2:40][CH2:39]1.CCN(C(C)C)C(C)C.O. The catalyst is [I-].C([N+](CCCC)(CCCC)CCCC)CCC.CN(C=O)C. The product is [C:1]([C:5]1[O:9][N:8]=[C:7]([NH:10][C:11]([NH:13][C:14]2[CH:19]=[CH:18][CH:17]=[C:16]([O:20][C:21]3[C:30]4[C:25](=[CH:26][C:27]([O:36][CH3:37])=[C:28]([O:31][CH2:32][CH2:33][CH2:34][N:38]5[CH2:43][CH2:42][S:41](=[O:45])(=[O:44])[CH2:40][CH2:39]5)[CH:29]=4)[N:24]=[CH:23][N:22]=3)[CH:15]=2)=[O:12])[CH:6]=1)([CH3:4])([CH3:3])[CH3:2]. The yield is 0.200. (2) The reactants are [C:1]1([S:7]([N:10]2[C:18]3[C:13](=[CH:14][C:15](Br)=[CH:16][CH:17]=3)[C:12]([CH2:20][CH2:21][NH:22][C:23]([O:25][C:26]([CH3:29])([CH3:28])[CH3:27])=[O:24])=[CH:11]2)(=[O:9])=[O:8])[CH:6]=[CH:5][CH:4]=[CH:3][CH:2]=1.C(=O)([O-])[O-].[Cs+].[Cs+].[CH:36]1[C:45]2[C:40](=[CH:41][CH:42]=[CH:43][CH:44]=2)[CH:39]=[CH:38][C:37]=1B(O)O. The catalyst is COCCOC.O.C1C=CC([P]([Pd]([P](C2C=CC=CC=2)(C2C=CC=CC=2)C2C=CC=CC=2)([P](C2C=CC=CC=2)(C2C=CC=CC=2)C2C=CC=CC=2)[P](C2C=CC=CC=2)(C2C=CC=CC=2)C2C=CC=CC=2)(C2C=CC=CC=2)C2C=CC=CC=2)=CC=1. The product is [C:1]1([S:7]([N:10]2[C:18]3[C:13](=[CH:14][C:15]([C:38]4[CH:37]=[CH:36][C:45]5[C:40](=[CH:41][CH:42]=[CH:43][CH:44]=5)[CH:39]=4)=[CH:16][CH:17]=3)[C:12]([CH2:20][CH2:21][NH:22][C:23]([O:25][C:26]([CH3:29])([CH3:28])[CH3:27])=[O:24])=[CH:11]2)(=[O:9])=[O:8])[CH:6]=[CH:5][CH:4]=[CH:3][CH:2]=1. The yield is 0.220.